Dataset: NCI-60 drug combinations with 297,098 pairs across 59 cell lines. Task: Regression. Given two drug SMILES strings and cell line genomic features, predict the synergy score measuring deviation from expected non-interaction effect. Drug 1: CNC(=O)C1=CC=CC=C1SC2=CC3=C(C=C2)C(=NN3)C=CC4=CC=CC=N4. Drug 2: CC(C)NC(=O)C1=CC=C(C=C1)CNNC.Cl. Cell line: NCI/ADR-RES. Synergy scores: CSS=-6.08, Synergy_ZIP=2.16, Synergy_Bliss=-2.20, Synergy_Loewe=-5.01, Synergy_HSA=-6.10.